Regression/Classification. Given a drug SMILES string, predict its absorption, distribution, metabolism, or excretion properties. Task type varies by dataset: regression for continuous measurements (e.g., permeability, clearance, half-life) or binary classification for categorical outcomes (e.g., BBB penetration, CYP inhibition). Dataset: cyp1a2_veith. From a dataset of CYP1A2 inhibition data for predicting drug metabolism from PubChem BioAssay. The drug is N#Cc1c(-c2ccccc2)nc2n(c1=O)CCS2. The result is 1 (inhibitor).